This data is from Full USPTO retrosynthesis dataset with 1.9M reactions from patents (1976-2016). The task is: Predict the reactants needed to synthesize the given product. (1) Given the product [CH2:1]([O:3][C:4]([C:6]1[C:7](=[O:20])[N:8]([C:13]2[CH:18]=[CH:17][C:16]([F:19])=[CH:15][CH:14]=2)[C:9](=[O:12])[N:10]([CH:27]([CH3:29])[CH3:28])[CH:11]=1)=[O:5])[CH3:2], predict the reactants needed to synthesize it. The reactants are: [CH2:1]([O:3][C:4]([C:6]1[C:7](=[O:20])[N:8]([C:13]2[CH:18]=[CH:17][C:16]([F:19])=[CH:15][CH:14]=2)[C:9](=[O:12])[NH:10][CH:11]=1)=[O:5])[CH3:2].C(=O)([O-])[O-].[K+].[K+].[CH:27](I)([CH3:29])[CH3:28]. (2) Given the product [CH2:1]([C:4]1[CH:5]=[C:6]2[C:10](=[CH:11][CH:12]=1)[CH2:9][CH:8]([NH:13][C:14](=[O:19])[C:15]([F:17])([F:16])[F:18])[CH2:7]2)[CH3:2], predict the reactants needed to synthesize it. The reactants are: [C:1]([C:4]1[CH:5]=[C:6]2[C:10](=[CH:11][CH:12]=1)[CH2:9][CH:8]([NH:13][C:14](=[O:19])[C:15]([F:18])([F:17])[F:16])[CH2:7]2)(=O)[CH3:2].[H][H]. (3) Given the product [CH3:11][C:8]([C:6]1[CH:5]=[CH:4][C:3]([O:13][CH3:14])=[C:2]([CH:7]=1)[CH:23]=[O:24])([CH3:12])[CH:9]=[CH2:10], predict the reactants needed to synthesize it. The reactants are: Br[C:2]1[CH:7]=[C:6]([C:8]([CH3:12])([CH3:11])[CH:9]=[CH2:10])[CH:5]=[CH:4][C:3]=1[O:13][CH3:14].[Li]CCCC.CN([CH:23]=[O:24])C. (4) The reactants are: [Cl:1][C:2]1[CH:3]=[C:4]([N:13]([CH2:20][CH3:21])[C@H:14]2[C@H:18]([OH:19])[CH2:17][O:16][CH2:15]2)[C:5]([CH3:12])=[C:6]([CH:11]=1)[C:7]([O:9]C)=[O:8].[H-].[Na+].[CH2:24](I)[CH3:25]. Given the product [Cl:1][C:2]1[CH:3]=[C:4]([N:13]([C@H:14]2[C@H:18]([O:19][CH2:24][CH3:25])[CH2:17][O:16][CH2:15]2)[CH2:20][CH3:21])[C:5]([CH3:12])=[C:6]([CH:11]=1)[C:7]([OH:9])=[O:8], predict the reactants needed to synthesize it. (5) Given the product [CH3:18][NH:17][C:15]([NH:14][CH:11]([CH:8]1[CH2:7][CH2:6][C:5](=[O:4])[CH2:10][CH2:9]1)[CH2:12][CH3:13])=[O:16], predict the reactants needed to synthesize it. The reactants are: O1[C:5]2([CH2:10][CH2:9][CH:8]([CH:11]([NH:14][C:15]([NH:17][CH3:18])=[O:16])[CH2:12][CH3:13])[CH2:7][CH2:6]2)[O:4]CC1.Cl.C(=O)([O-])[O-].[K+].[K+].